Dataset: Catalyst prediction with 721,799 reactions and 888 catalyst types from USPTO. Task: Predict which catalyst facilitates the given reaction. (1) Reactant: [CH3:1][O:2][C:3]1[CH:4]=[C:5]([NH:15][C:16]2[N:40]=[C:19]3[C:20]([C:25]4[CH:26]=[C:27]([CH:37]=[CH:38][CH:39]=4)[CH2:28][NH:29]C(=O)OC(C)(C)C)=[CH:21][C:22]([CH3:24])=[CH:23][N:18]3[N:17]=2)[CH:6]=[CH:7][C:8]=1[N:9]1[CH:13]=[C:12]([CH3:14])[N:11]=[CH:10]1.[ClH:41]. Product: [ClH:41].[ClH:41].[NH2:29][CH2:28][C:27]1[CH:26]=[C:25]([C:20]2[C:19]3[N:18]([N:17]=[C:16]([NH:15][C:5]4[CH:6]=[CH:7][C:8]([N:9]5[CH:13]=[C:12]([CH3:14])[N:11]=[CH:10]5)=[C:3]([O:2][CH3:1])[CH:4]=4)[N:40]=3)[CH:23]=[C:22]([CH3:24])[CH:21]=2)[CH:39]=[CH:38][CH:37]=1. The catalyst class is: 268. (2) Reactant: [CH3:1][O:2][C:3]1[CH:4]=[C:5]([NH:15][C:16]2[N:21]=[C:20]([CH:22]=[O:23])[CH:19]=[C:18]([CH2:24][O:25][CH2:26][C:27]([F:30])([F:29])[F:28])[N:17]=2)[CH:6]=[CH:7][C:8]=1[N:9]1[CH:13]=[C:12]([CH3:14])[N:11]=[CH:10]1.C(=O)([O-])[O-].[K+].[K+].[F:37][C:38]([Si](C)(C)C)([F:40])[F:39]. Product: [F:37][C:38]([F:40])([F:39])[CH:22]([C:20]1[CH:19]=[C:18]([CH2:24][O:25][CH2:26][C:27]([F:29])([F:30])[F:28])[N:17]=[C:16]([NH:15][C:5]2[CH:6]=[CH:7][C:8]([N:9]3[CH:13]=[C:12]([CH3:14])[N:11]=[CH:10]3)=[C:3]([O:2][CH3:1])[CH:4]=2)[N:21]=1)[OH:23]. The catalyst class is: 3. (3) Product: [C:6]([O:5][C:3](=[O:4])[CH2:2][N:21]1[C:20](=[O:22])[N:19]([CH2:23][C:24](=[O:25])[NH:26][CH2:27][C:28]2[CH:33]=[CH:32][CH:31]=[C:30]([C:34]([F:37])([F:36])[F:35])[CH:29]=2)[N:18]=[C:17]1[C:14]1[CH:13]=[CH:12][C:11]([Cl:10])=[CH:16][CH:15]=1)([CH3:9])([CH3:8])[CH3:7]. The catalyst class is: 21. Reactant: Br[CH2:2][C:3]([O:5][C:6]([CH3:9])([CH3:8])[CH3:7])=[O:4].[Cl:10][C:11]1[CH:16]=[CH:15][C:14]([C:17]2[NH:21][C:20](=[O:22])[N:19]([CH2:23][C:24]([NH:26][CH2:27][C:28]3[CH:33]=[CH:32][CH:31]=[C:30]([C:34]([F:37])([F:36])[F:35])[CH:29]=3)=[O:25])[N:18]=2)=[CH:13][CH:12]=1.C(=O)([O-])[O-].[Cs+].[Cs+]. (4) Reactant: C[O:2][CH:3](OC)[CH2:4][N:5]1[CH:9]=[C:8]([NH:10][C:11]([C:13]2[N:14]=[CH:15][O:16][C:17]=2[C:18]2[CH:19]=[C:20]([CH3:24])[CH:21]=[CH:22][CH:23]=2)=[O:12])[CH:7]=[N:6]1.Cl.C([O-])(O)=O.[Na+]. Product: [O:2]=[CH:3][CH2:4][N:5]1[CH:9]=[C:8]([NH:10][C:11]([C:13]2[N:14]=[CH:15][O:16][C:17]=2[C:18]2[CH:19]=[C:20]([CH3:24])[CH:21]=[CH:22][CH:23]=2)=[O:12])[CH:7]=[N:6]1. The catalyst class is: 1. (5) Reactant: [Cl-].[CH2:2]([N+:6]1[CH:11]=[CH:10][CH:9]=[C:8]([CH3:12])[CH:7]=1)[CH2:3][CH2:4][CH3:5].[C:13]([O-:18])(=[O:17])[CH2:14][CH2:15][CH3:16].[Na+]. Product: [C:13]([O-:18])(=[O:17])[CH2:14][CH2:15][CH3:16].[CH2:2]([N+:6]1[CH:11]=[CH:10][CH:9]=[C:8]([CH3:12])[CH:7]=1)[CH2:3][CH2:4][CH3:5]. The catalyst class is: 6. (6) Reactant: C[O:2][C:3](=[O:24])[C@H:4]([CH2:20][CH:21]([CH3:23])[CH3:22])[N:5]([CH2:7][C:8]1[S:9][C:10]([C:13]([O:15][C:16]([CH3:19])([CH3:18])[CH3:17])=[O:14])=[CH:11][CH:12]=1)[CH3:6].[OH-].[Li+:26]. Product: [Li+:26].[C:16]([O:15][C:13]([C:10]1[S:9][C:8]([CH2:7][N:5]([CH3:6])[C@H:4]([C:3]([O-:24])=[O:2])[CH2:20][CH:21]([CH3:23])[CH3:22])=[CH:12][CH:11]=1)=[O:14])([CH3:17])([CH3:18])[CH3:19]. The catalyst class is: 111. (7) Reactant: C[O:2][C:3]([CH:5]([O:10][C:11]1[CH:20]=[CH:19][CH:18]=[CH:17][C:12]=1[C:13]([O:15]C)=[O:14])[CH2:6][CH2:7][CH2:8][CH3:9])=[O:4].[OH-].[Na+]. Product: [C:3]([CH:5]([O:10][C:11]1[CH:20]=[CH:19][CH:18]=[CH:17][C:12]=1[C:13]([OH:15])=[O:14])[CH2:6][CH2:7][CH2:8][CH3:9])([OH:4])=[O:2]. The catalyst class is: 24. (8) Reactant: C([O-])(=O)C.[Na+].[OH:6][CH2:7][CH2:8][C@@H:9]([NH:15][C:16](=[O:22])[O:17][C:18]([CH3:21])([CH3:20])[CH3:19])[CH2:10][CH2:11]S(C)=O. Product: [OH:6][CH2:7][CH2:8][C@@H:9]([NH:15][C:16](=[O:22])[O:17][C:18]([CH3:21])([CH3:20])[CH3:19])[CH:10]=[CH2:11]. The catalyst class is: 262. (9) Reactant: [Br:1]Br.[CH2:3]([C:6]1[C:7]([Cl:13])=[N:8][CH:9]=[N:10][C:11]=1[CH3:12])[CH2:4][CH3:5]. Product: [CH2:3]([C:6]1[C:7]([Cl:13])=[N:8][CH:9]=[N:10][C:11]=1[CH2:12][Br:1])[CH2:4][CH3:5]. The catalyst class is: 52.